From a dataset of Full USPTO retrosynthesis dataset with 1.9M reactions from patents (1976-2016). Predict the reactants needed to synthesize the given product. (1) Given the product [NH:1]([C:2]1[CH:11]=[C:10]2[C:5]([CH2:6][CH2:7][NH:8][C:9]2=[O:12])=[CH:4][CH:3]=1)[NH2:13], predict the reactants needed to synthesize it. The reactants are: [NH2:1][C:2]1[CH:11]=[C:10]2[C:5]([CH2:6][CH2:7][NH:8][C:9]2=[O:12])=[CH:4][CH:3]=1.[N:13]([O-])=O.[Na+].O.O.Cl[Sn]Cl. (2) Given the product [Cl:53][C:41]1[C:40]2[C:45](=[CH:46][C:37]([F:36])=[C:38]([N+:48]([O-:50])=[O:49])[CH:39]=2)[N:44]=[CH:43][N:42]=1.[Cl:53][C:2]1[C:3]2[C:12](=[CH:10][CH:9]=[C:8]([N+:27]([O-:30])=[O:28])[CH:7]=2)[N:14]=[C:16]([F:15])[N:1]=1, predict the reactants needed to synthesize it. The reactants are: [NH2:1][C:2]1[CH:10]=[C:9](F)[CH:8]=[CH:7][C:3]=1C(O)=O.[CH:12]([NH2:14])=O.[F:15][C:16]1C=C2C(C(O)=NC=N2)=CC=1.[N+:27]([O-:30])(O)=[O:28].S(=O)(=O)(O)O.[F:36][C:37]1[CH:46]=[C:45]2[C:40]([C:41](O)=[N:42][CH:43]=[N:44]2)=[CH:39][C:38]=1[N+:48]([O-:50])=[O:49].S(Cl)([Cl:53])=O. (3) The reactants are: [CH:1]([C:4]1[CH:12]=[C:11]2[C:7]([CH:8]=[N:9][NH:10]2)=[CH:6][C:5]=1[OH:13])([CH3:3])[CH3:2].[C@@H]1(N)CCCC[C@H]1N.[O-]P([O-])([O-])=O.[K+].[K+].[K+].[F:30][C:31]1[CH:36]=[CH:35][C:34](I)=[CH:33][CH:32]=1. Given the product [F:30][C:31]1[CH:36]=[CH:35][C:34]([N:10]2[C:11]3[C:7](=[CH:6][C:5]([OH:13])=[C:4]([CH:1]([CH3:3])[CH3:2])[CH:12]=3)[CH:8]=[N:9]2)=[CH:33][CH:32]=1, predict the reactants needed to synthesize it.